Dataset: Full USPTO retrosynthesis dataset with 1.9M reactions from patents (1976-2016). Task: Predict the reactants needed to synthesize the given product. (1) Given the product [CH2:1]([N:19]1[C:15]2([CH2:20][CH2:21][N:13]([C:10]3[CH:11]=[CH:12][C:7]([N+:4]([O-:6])=[O:5])=[C:8]([O:22][CH:23]([CH3:25])[CH3:24])[CH:9]=3)[CH2:14]2)[CH2:16][CH2:17][CH2:18]1)[CH3:2], predict the reactants needed to synthesize it. The reactants are: [CH:1](=O)[CH3:2].[N+:4]([C:7]1[CH:12]=[CH:11][C:10]([N:13]2[CH2:21][CH2:20][C:15]3([NH:19][CH2:18][CH2:17][CH2:16]3)[CH2:14]2)=[CH:9][C:8]=1[O:22][CH:23]([CH3:25])[CH3:24])([O-:6])=[O:5].C(O[BH-](OC(=O)C)OC(=O)C)(=O)C.[Na+]. (2) Given the product [O:1]=[C:2]1[CH:8]([NH:9][C:10](=[O:38])[C@H:11]([CH2:34][CH:35]([CH3:37])[CH3:36])[NH:12][C@@H:13]([C:18]2[CH:19]=[CH:20][C:21]([C:24]3[CH:29]=[CH:28][C:27]([S:30]([CH3:33])(=[O:32])=[O:31])=[CH:26][CH:25]=3)=[CH:22][CH:23]=2)[C:14]([F:16])([F:15])[F:17])[CH2:7][CH2:6][CH2:5][N:4]([S:39]([C:42]2[CH:47]=[CH:46][CH:45]=[CH:44][N:43]=2)(=[O:40])=[O:41])[CH2:3]1, predict the reactants needed to synthesize it. The reactants are: [OH:1][CH:2]1[CH:8]([NH:9][C:10](=[O:38])[C@H:11]([CH2:34][CH:35]([CH3:37])[CH3:36])[NH:12][C@@H:13]([C:18]2[CH:23]=[CH:22][C:21]([C:24]3[CH:29]=[CH:28][C:27]([S:30]([CH3:33])(=[O:32])=[O:31])=[CH:26][CH:25]=3)=[CH:20][CH:19]=2)[C:14]([F:17])([F:16])[F:15])[CH2:7][CH2:6][CH2:5][N:4]([S:39]([C:42]2[CH:47]=[CH:46][CH:45]=[CH:44][N:43]=2)(=[O:41])=[O:40])[CH2:3]1.CC(OI1(OC(C)=O)(OC(C)=O)OC(=O)C2C=CC=CC1=2)=O. (3) Given the product [C:1]([O:5][C:6](=[O:43])[N:7]([C@H:8]([C:10](=[O:41])[NH:11][C@@H:12]1[C:18](=[O:19])[N:17]([CH2:20][C:21]2[C:30]3[C:25](=[CH:26][CH:27]=[CH:28][CH:29]=3)[CH:24]=[CH:23][C:22]=2[CH3:31])[C:16]2[CH:32]=[CH:33][CH:34]=[CH:35][C:15]=2[N:14]([S:36](=[O:39])(=[O:40])[N:37]([CH3:44])[CH3:38])[CH2:13]1)[CH3:9])[CH3:42])([CH3:4])([CH3:2])[CH3:3], predict the reactants needed to synthesize it. The reactants are: [C:1]([O:5][C:6](=[O:43])[N:7]([CH3:42])[C@H:8]([C:10](=[O:41])[NH:11][C@@H:12]1[C:18](=[O:19])[N:17]([CH2:20][C:21]2[C:30]3[C:25](=[CH:26][CH:27]=[CH:28][CH:29]=3)[CH:24]=[CH:23][C:22]=2[CH3:31])[C:16]2[CH:32]=[CH:33][CH:34]=[CH:35][C:15]=2[N:14]([S:36](=[O:40])(=[O:39])[NH:37][CH3:38])[CH2:13]1)[CH3:9])([CH3:4])([CH3:3])[CH3:2].[C:44]([O-])([O-])=O.[Cs+].[Cs+].CI. (4) Given the product [Cl:1][C:2]1[C:3]2[CH:13]=[CH:12][C:11](=[O:14])[N:10]([C:15]3[C:16]([F:22])=[CH:17][CH:18]=[CH:19][C:20]=3[F:21])[C:4]=2[N:5]=[C:6]([S:8]([CH3:9])=[O:31])[N:7]=1, predict the reactants needed to synthesize it. The reactants are: [Cl:1][C:2]1[C:3]2[CH:13]=[CH:12][C:11](=[O:14])[N:10]([C:15]3[C:20]([F:21])=[CH:19][CH:18]=[CH:17][C:16]=3[F:22])[C:4]=2[N:5]=[C:6]([S:8][CH3:9])[N:7]=1.C1C=C(Cl)C=C(C(OO)=[O:31])C=1.CCCCCC.C(OCC)(=O)C. (5) Given the product [C:1]([O:5][C:6]([NH:8][CH:9]([CH2:13][CH:14]=[CH2:15])[C:10]([O:12][CH3:16])=[O:11])=[O:7])([CH3:4])([CH3:3])[CH3:2], predict the reactants needed to synthesize it. The reactants are: [C:1]([O:5][C:6]([NH:8][CH:9]([CH2:13][CH:14]=[CH2:15])[C:10]([OH:12])=[O:11])=[O:7])([CH3:4])([CH3:3])[CH3:2].[C:16](=O)([O-])[O-].[K+].[K+].IC. (6) Given the product [CH2:10]([C:9]1[O:27][N:26]=[C:25]([C:22]2[CH:21]=[CH:20][C:19]([NH:18][C:16](=[O:17])[CH2:15][CH2:14][CH2:13][C:12]([NH:11][C:8]3[CH:7]=[CH:6][C:5]([C:3]4[N:4]=[C:35]([CH2:34][CH2:33][CH2:32][CH2:31][CH3:30])[O:1][N:2]=4)=[CH:10][CH:9]=3)=[O:29])=[CH:24][CH:23]=2)[N:28]=1)[CH2:5][CH2:6][CH2:7][CH3:8], predict the reactants needed to synthesize it. The reactants are: [OH:1][NH:2][C:3]([C:5]1[CH:10]=[CH:9][C:8]([NH:11][C:12](=[O:29])[CH2:13][CH2:14][CH2:15][C:16]([NH:18][C:19]2[CH:24]=[CH:23][C:22]([C:25](=[NH:28])[NH:26][OH:27])=[CH:21][CH:20]=2)=[O:17])=[CH:7][CH:6]=1)=[NH:4].[C:30](O[C:30](=O)[CH2:31][CH2:32][CH2:33][CH2:34][CH3:35])(=O)[CH2:31][CH2:32][CH2:33][CH2:34][CH3:35].C(=O)(O)[O-].[Na+]. (7) Given the product [CH:1]([C:5]1[CH:18]=[CH:17][C:16]2[C:7](=[C:8]3[C:13](=[CH:14][CH:15]=2)[CH:12]=[CH:11][CH:10]=[N:9]3)[N:6]=1)([CH2:3][CH3:4])[CH3:2], predict the reactants needed to synthesize it. The reactants are: [CH:1]([C:5]1[CH:18]=[CH:17][C:16]2[C:7](=[C:8]3[C:13](=[CH:14][CH:15]=2)[CH:12]=[CH:11][C:10](C(CC)C)=[N:9]3)[N:6]=1)([CH2:3][CH3:4])[CH3:2].N1C2C(=CC=C3C=2N=CC=C3)C=CC=1.C([Li])(CC)C. (8) Given the product [C:1]([O:5][C:6](=[O:40])[NH:7][C:8]1([CH2:36][CH2:37][CH2:38][O:39][CH3:44])[CH2:9][CH2:10][CH2:11][CH:12]([O:16][C:17]2[CH:18]=[C:19]3[C:24](=[CH:25][C:26]=2[Cl:27])[C:23]([O:28][CH2:29][C:30]2[CH:35]=[CH:34][CH:33]=[CH:32][CH:31]=2)=[N:22][CH:21]=[CH:20]3)[CH2:13][CH2:14][CH2:15]1)([CH3:4])([CH3:2])[CH3:3], predict the reactants needed to synthesize it. The reactants are: [C:1]([O:5][C:6](=[O:40])[NH:7][C:8]1([CH2:36][CH2:37][CH2:38][OH:39])[CH2:15][CH2:14][CH2:13][CH:12]([O:16][C:17]2[CH:18]=[C:19]3[C:24](=[CH:25][C:26]=2[Cl:27])[C:23]([O:28][CH2:29][C:30]2[CH:35]=[CH:34][CH:33]=[CH:32][CH:31]=2)=[N:22][CH:21]=[CH:20]3)[CH2:11][CH2:10][CH2:9]1)([CH3:4])([CH3:3])[CH3:2].[H-].[Na+].I[CH3:44].CO.